Dataset: Catalyst prediction with 721,799 reactions and 888 catalyst types from USPTO. Task: Predict which catalyst facilitates the given reaction. Reactant: [OH:1][C@@H:2]1[C@@]2(COC(C3C=CC=CC=3)(C3C=CC(OC)=CC=3)C3C=CC(OC)=CC=3)O[C@@H:9]([C@@:10]3([N:18]4C=C(C)C(=O)NC4=O)[O:17][C@H](CO)[C@@H](O)C3)[C@@H:3]1CN(C(=O)C(F)(F)F)C2.F[C:59](F)(F)[C:60](N)=[O:61].[Li+].[OH-].C1C[O:70]CC1.CCN(C(C)C)C(C)C. Product: [C:60]([O:61][C:2](=[O:1])[CH3:3])(=[O:70])[CH3:59].[C:10]([NH2:18])(=[O:17])[CH3:9]. The catalyst class is: 389.